From a dataset of Forward reaction prediction with 1.9M reactions from USPTO patents (1976-2016). Predict the product of the given reaction. (1) Given the reactants [NH2:1][C:2]1[CH:11]=[CH:10][CH:9]=[C:8]2[C:3]=1[CH:4]=[CH:5][N:6]([C@H:13]([CH:20]([CH3:22])[CH3:21])[C:14]([NH:16][CH:17]1[CH2:19][CH2:18]1)=[O:15])[C:7]2=[O:12].[Cl:23][C:24]1[CH:29]=[CH:28][C:27]([C@H:30]([CH3:34])[C:31](O)=[O:32])=[CH:26][CH:25]=1.F[P-](F)(F)(F)(F)F.C[N+](C)=C(N(C)C)ON1C2N=CC=CC=2N=N1.C(N(CC)C(C)C)(C)C.CN(C)C=O, predict the reaction product. The product is: [Cl:23][C:24]1[CH:25]=[CH:26][C:27]([C@H:30]([CH3:34])[C:31]([NH:1][C:2]2[CH:11]=[CH:10][CH:9]=[C:8]3[C:3]=2[CH:4]=[CH:5][N:6]([C@H:13]([CH:20]([CH3:22])[CH3:21])[C:14]([NH:16][CH:17]2[CH2:19][CH2:18]2)=[O:15])[C:7]3=[O:12])=[O:32])=[CH:28][CH:29]=1. (2) The product is: [Br:1][C:2]1[C:3]([CH3:12])=[N:4][N:5]([CH2:8][C:9]([N:13]2[CH2:16][CH:15]([OH:17])[CH2:14]2)=[O:11])[C:6]=1[CH3:7]. Given the reactants [Br:1][C:2]1[C:3]([CH3:12])=[N:4][N:5]([CH2:8][C:9]([OH:11])=O)[C:6]=1[CH3:7].[NH:13]1[CH2:16][CH:15]([OH:17])[CH2:14]1.C1C=CC2N(O)N=NC=2C=1.C(Cl)CCl.C(N(C(C)C)C(C)C)C, predict the reaction product. (3) Given the reactants [CH2:1]1[O:3][C@H:2]1[CH2:4][OH:5].[NH:6]1[CH2:11][CH2:10][O:9][CH2:8][CH2:7]1, predict the reaction product. The product is: [N:6]1([CH2:1][C@@H:2]([OH:3])[CH2:4][OH:5])[CH2:11][CH2:10][O:9][CH2:8][CH2:7]1. (4) The product is: [CH3:1][C:2]1[CH:6]=[C:5]([CH3:7])[N:4]([C:8]2[N:13]=[C:12]([NH:14][C:15](=[O:17])[CH3:16])[CH:11]=[C:10]([C:18]3[CH:19]=[C:20]([CH:24]=[O:25])[CH:21]=[CH:22][C:23]=3[O:27][CH3:26])[N:9]=2)[N:3]=1. Given the reactants [CH3:1][C:2]1[CH:6]=[C:5]([CH3:7])[N:4]([C:8]2[N:13]=[C:12]([NH:14][C:15](=[O:17])[CH3:16])[CH:11]=[C:10]([C:18]3[CH:23]=[CH:22][CH:21]=[C:20]([CH:24]=[O:25])[CH:19]=3)[N:9]=2)[N:3]=1.[CH3:26][O:27]C1C=CC(C=O)=CC=1B(O)O, predict the reaction product.